This data is from Full USPTO retrosynthesis dataset with 1.9M reactions from patents (1976-2016). The task is: Predict the reactants needed to synthesize the given product. (1) Given the product [CH2:24]([S:28][C:2]1[CH:11]=[C:10]([N+:12]([O-:14])=[O:13])[C:9]2[C:4](=[CH:5][CH:6]=[CH:7][CH:8]=2)[C:3]=1[O:15][CH3:16])[CH2:25][CH2:26][CH3:27], predict the reactants needed to synthesize it. The reactants are: I[C:2]1[CH:11]=[C:10]([N+:12]([O-:14])=[O:13])[C:9]2[C:4](=[CH:5][CH:6]=[CH:7][CH:8]=2)[C:3]=1[O:15][CH3:16].CCN(CC)CC.[CH2:24]([SH:28])[CH2:25][CH2:26][CH3:27]. (2) Given the product [CH3:14][O:11][C:10](=[O:12])[CH2:9][C:4]1[CH:5]=[C:6]([Cl:8])[CH:7]=[C:2]([Br:1])[CH:3]=1, predict the reactants needed to synthesize it. The reactants are: [Br:1][C:2]1[CH:3]=[C:4]([CH2:9][C:10]([OH:12])=[O:11])[CH:5]=[C:6]([Cl:8])[CH:7]=1.Cl.[CH3:14]O. (3) The reactants are: [Cl:1][C:2]1[C:3]([OH:26])=[C:4]([CH2:12][N:13]2[CH2:18][CH2:17][N:16]([C:19]([O:21][C:22]([CH3:25])([CH3:24])[CH3:23])=[O:20])[CH2:15][CH2:14]2)[C:5]2[O:9][CH2:8][C:7](=[O:10])[C:6]=2[CH:11]=1.[NH:27]1[C:35]2[C:30](=[CH:31][CH:32]=[CH:33][CH:34]=2)[C:29]([CH:36]=O)=[CH:28]1. Given the product [NH:27]1[C:35]2[C:30](=[CH:31][CH:32]=[CH:33][CH:34]=2)[C:29](/[CH:36]=[C:8]2\[O:9][C:5]3[C:4]([CH2:12][N:13]4[CH2:18][CH2:17][N:16]([C:19]([O:21][C:22]([CH3:23])([CH3:25])[CH3:24])=[O:20])[CH2:15][CH2:14]4)=[C:3]([OH:26])[C:2]([Cl:1])=[CH:11][C:6]=3[C:7]\2=[O:10])=[CH:28]1, predict the reactants needed to synthesize it. (4) The reactants are: Br[CH:2]([S:12][C:13]1[CH:18]=[CH:17][CH:16]=[CH:15][CH:14]=1)[C:3]([C:5]1[CH:10]=[CH:9][CH:8]=[CH:7][C:6]=1[F:11])=O.[O:19]=[C:20]1[C:28]2[C:23](=[CH:24][CH:25]=[CH:26][CH:27]=2)[C:22](=[O:29])[N:21]1[CH2:30][C:31](=[S:33])[NH2:32].C(=O)([O-])O.[Na+]. Given the product [F:11][C:6]1[CH:7]=[CH:8][CH:9]=[CH:10][C:5]=1[C:3]1[N:32]=[C:31]([CH2:30][N:21]2[C:20](=[O:19])[C:28]3[C:23](=[CH:24][CH:25]=[CH:26][CH:27]=3)[C:22]2=[O:29])[S:33][C:2]=1[S:12][C:13]1[CH:18]=[CH:17][CH:16]=[CH:15][CH:14]=1, predict the reactants needed to synthesize it. (5) Given the product [OH:11][C@H:10]([C:12]1[C:13]([CH3:22])=[C:14]2[C:18](=[CH:19][CH:20]=1)[C:17](=[O:21])[O:16][CH2:15]2)[CH2:9][N:6]1[CH2:7][CH2:8][C:4]([CH2:3][NH:2][C:38](=[O:39])[C:37]2[CH:41]=[CH:42][C:34]([N:29]3[CH:33]=[N:32][N:31]=[N:30]3)=[N:35][CH:36]=2)([C:23]2[CH:24]=[CH:25][CH:26]=[CH:27][CH:28]=2)[CH2:5]1, predict the reactants needed to synthesize it. The reactants are: Cl.[NH2:2][CH2:3][C:4]1([C:23]2[CH:28]=[CH:27][CH:26]=[CH:25][CH:24]=2)[CH2:8][CH2:7][N:6]([CH2:9][C@@H:10]([C:12]2[C:13]([CH3:22])=[C:14]3[C:18](=[CH:19][CH:20]=2)[C:17](=[O:21])[O:16][CH2:15]3)[OH:11])[CH2:5]1.[N:29]1([C:34]2[CH:42]=[CH:41][C:37]([C:38](O)=[O:39])=[CH:36][N:35]=2)[CH:33]=[N:32][N:31]=[N:30]1.C(#N)C.O.C([O-])(=O)C.[NH4+]. (6) Given the product [CH:1]1([CH2:5][N:6]([C:28](=[O:29])[C:27]2[CH:31]=[CH:32][CH:33]=[CH:34][C:26]=2[O:19][C:20]2[CH:25]=[CH:24][CH:23]=[CH:22][CH:21]=2)[C@H:7]2[CH2:11][CH2:10][N:9]([C:12]([O:14][C:15]([CH3:18])([CH3:17])[CH3:16])=[O:13])[CH2:8]2)[CH2:2][CH2:3][CH2:4]1, predict the reactants needed to synthesize it. The reactants are: [CH:1]1([CH2:5][NH:6][C@H:7]2[CH2:11][CH2:10][N:9]([C:12]([O:14][C:15]([CH3:18])([CH3:17])[CH3:16])=[O:13])[CH2:8]2)[CH2:4][CH2:3][CH2:2]1.[O:19]([C:26]1[CH:34]=[CH:33][CH:32]=[CH:31][C:27]=1[C:28](Cl)=[O:29])[C:20]1[CH:25]=[CH:24][CH:23]=[CH:22][CH:21]=1.C(N(CC)CC)C. (7) Given the product [CH2:10]([NH:12][C:13](=[O:14])[O-:15])[CH3:11].[CH2:2]([O:16][C:17]1[C:18]([Cl:30])=[CH:19][C:20]2[CH:21]([CH3:29])[CH:22]3[CH2:26][NH:25][CH2:24][CH:23]3[C:27]=2[CH:28]=1)[CH3:3], predict the reactants needed to synthesize it. The reactants are: Br[CH2:2][CH3:3].C([O-])([O-])=O.[K+].[K+].[CH2:10]([NH:12][C:13](=[O:15])[O-:14])[CH3:11].[OH:16][C:17]1[C:18]([Cl:30])=[CH:19][C:20]2[CH:21]([CH3:29])[CH:22]3[CH2:26][NH:25][CH2:24][CH:23]3[C:27]=2[CH:28]=1. (8) Given the product [CH3:22][O:23][CH2:2][CH2:3][CH2:4][CH2:5][C:6]([C:8]1[O:9][C:10]2[CH:17]=[CH:16][C:15]([O:18][CH3:19])=[CH:14][C:11]=2[C:12]=1[CH3:13])=[O:7], predict the reactants needed to synthesize it. The reactants are: Cl[CH2:2][CH2:3][CH2:4][CH2:5][C:6]([C:8]1[O:9][C:10]2[CH:17]=[CH:16][C:15]([O:18][CH3:19])=[CH:14][C:11]=2[C:12]=1[CH3:13])=[O:7].[I-].[Na+].[CH3:22][O-:23].[Na+].